From a dataset of Peptide-MHC class I binding affinity with 185,985 pairs from IEDB/IMGT. Regression. Given a peptide amino acid sequence and an MHC pseudo amino acid sequence, predict their binding affinity value. This is MHC class I binding data. (1) The peptide sequence is QEIRTFSFQL. The MHC is HLA-B45:01 with pseudo-sequence HLA-B45:01. The binding affinity (normalized) is 0.484. (2) The peptide sequence is AYQQGVKTL. The MHC is HLA-A69:01 with pseudo-sequence HLA-A69:01. The binding affinity (normalized) is 0.0847. (3) The peptide sequence is IYWTIVKPGDI. The MHC is HLA-A24:02 with pseudo-sequence HLA-A24:02. The binding affinity (normalized) is 0.296. (4) The peptide sequence is YAMCTNTFV. The MHC is HLA-A02:06 with pseudo-sequence HLA-A02:06. The binding affinity (normalized) is 0.628.